Dataset: Forward reaction prediction with 1.9M reactions from USPTO patents (1976-2016). Task: Predict the product of the given reaction. (1) Given the reactants C([O:5][C:6](=[O:34])[CH2:7][C:8]1[CH:13]=[CH:12][C:11]([N:14]2[C:18]3[N:19]=[C:20]([C:25]4[CH:30]=[CH:29][C:28]([O:31][CH3:32])=[C:27]([F:33])[CH:26]=4)[N:21]=[C:22]([CH2:23][CH3:24])[C:17]=3[CH2:16][CH2:15]2)=[CH:10][CH:9]=1)(C)(C)C.[F:35][C:36]([F:41])([F:40])[C:37]([OH:39])=[O:38], predict the reaction product. The product is: [CH2:23]([C:22]1[C:17]2[CH:16]=[CH:15][N:14]([C:11]3[CH:12]=[CH:13][C:8]([CH2:7][C:6]([OH:34])=[O:5])=[CH:9][CH:10]=3)[C:18]=2[N:19]=[C:20]([C:25]2[CH:30]=[CH:29][C:28]([O:31][CH3:32])=[C:27]([F:33])[CH:26]=2)[N:21]=1)[CH3:24].[F:35][C:36]([F:41])([F:40])[C:37]([OH:39])=[O:38]. (2) Given the reactants [NH2:1][C:2]1[CH:3]=[N:4][C:5]([NH:8][C:9]2[CH:24]=[CH:23][C:12]([C:13]([NH:15][CH2:16][CH2:17][N:18]3[CH2:22][CH2:21][CH2:20][CH2:19]3)=[O:14])=[CH:11][CH:10]=2)=[N:6][CH:7]=1.[Cl:25][C:26]1[CH:34]=[C:33](O)[CH:32]=[CH:31][C:27]=1[C:28](O)=[O:29].C(N(C(C)C)CC)(C)C.CN(C([O:52]N1N=NC2C=CC=NC1=2)=[N+](C)C)C.F[P-](F)(F)(F)(F)F, predict the reaction product. The product is: [Cl:25][C:26]1[CH:34]=[CH:33][C:32]([OH:52])=[CH:31][C:27]=1[C:28]([NH:1][C:2]1[CH:3]=[N:4][C:5]([NH:8][C:9]2[CH:10]=[CH:11][C:12]([C:13](=[O:14])[NH:15][CH2:16][CH2:17][N:18]3[CH2:19][CH2:20][CH2:21][CH2:22]3)=[CH:23][CH:24]=2)=[N:6][CH:7]=1)=[O:29].